From a dataset of Catalyst prediction with 721,799 reactions and 888 catalyst types from USPTO. Predict which catalyst facilitates the given reaction. (1) Reactant: Cl.[F:2][C:3]([F:25])([C:19]1[CH:24]=[CH:23][CH:22]=[CH:21][N:20]=1)[CH2:4][NH:5][N:6]1[C:11](=[O:12])[CH:10]=[C:9]([CH3:13])[N:8]([CH2:14][C:15]([OH:17])=O)[C:7]1=[O:18].[C:26]([O:30][C:31](=[O:43])[NH:32][CH2:33][C:34]1[CH:39]=[CH:38][C:37]([Cl:40])=[CH:36][C:35]=1[CH2:41][NH2:42])([CH3:29])([CH3:28])[CH3:27].C1C=NC2N(O)N=NC=2C=1.C(Cl)CCl.C(N(CC)CC)C. Product: [Cl:40][C:37]1[CH:38]=[CH:39][C:34]([CH2:33][NH:32][C:31](=[O:43])[O:30][C:26]([CH3:29])([CH3:28])[CH3:27])=[C:35]([CH2:41][NH:42][C:15](=[O:17])[CH2:14][N:8]2[C:9]([CH3:13])=[CH:10][C:11](=[O:12])[N:6]([NH:5][CH2:4][C:3]([F:2])([F:25])[C:19]3[CH:24]=[CH:23][CH:22]=[CH:21][N:20]=3)[C:7]2=[O:18])[CH:36]=1. The catalyst class is: 3. (2) Reactant: Br[C:2]1[C:11]2[C:6](=[CH:7][CH:8]=[C:9]([S:12]([CH3:15])(=[O:14])=[O:13])[CH:10]=2)[CH:5]=[CH:4][C:3]=1[N:16]([CH2:24][CH:25]=[CH:26][Cl:27])[C:17](=[O:23])[O:18][C:19]([CH3:22])([CH3:21])[CH3:20].CCCC[SnH](CCCC)CCCC.CC(N=NC(C#N)(C)C)(C#N)C. Product: [Cl:27][CH2:26][CH:25]1[C:2]2[C:11]3[CH:10]=[C:9]([S:12]([CH3:15])(=[O:13])=[O:14])[CH:8]=[CH:7][C:6]=3[CH:5]=[CH:4][C:3]=2[N:16]([C:17]([O:18][C:19]([CH3:21])([CH3:22])[CH3:20])=[O:23])[CH2:24]1. The catalyst class is: 48.